This data is from Experimentally validated miRNA-target interactions with 360,000+ pairs, plus equal number of negative samples. The task is: Binary Classification. Given a miRNA mature sequence and a target amino acid sequence, predict their likelihood of interaction. (1) The miRNA is mmu-miR-181d-5p with sequence AACAUUCAUUGUUGUCGGUGGGU. The protein sequence of the target gene is MGSGCRIECIFFSEFHPTLGPKITYQVPEDFISRELFDTVQVYIITKPELQNKLITVTAMEKKLIGCPVCIEHKKYSRNALLFNLGFVCDAQAKTCALEPIVKKLAGYLTTLELESSFVSMEESKQKLVPIMTILLEELNASGRCTLPIDESNTIHLKVIEQRPDPPVAQEYDVPVFTKDKEDFFNSQWDLTTQQILPYIDGFRHIQKISAEADVELNLVRIAIQNLLYYGVVTLVSILQYSNVYCPTPKVQDLVDDKSLQEACLSYVTKQGHKRASLRDVFQLYCSLSPGTTVRDLIGR.... Result: 0 (no interaction). (2) The miRNA is hsa-miR-6864-3p with sequence GUGAGACUUCUCUCCCUUCAG. The protein sequence of the target gene is MSRRKISSESFSSLGSDYLETSPEEEGECPLSRLCWNGSRSPPGPLEPSPAAAAAAAAPAPTPAASAAAAAATAGARRVQRRRRVNLDSLGESISRLTAPSPQTIQQTLKRTLQYYEHQVIGYRDAEKNFHNISNRCSYADHSNKEEIEDVSGILQCTANILGLKFEEIQKRFGEEFFNICFHENERVLRAVGGTLQDFFNGFDALLEHIRTSFGKQATLESPSFLCKELPEGTLMLHYFHPHHIVGFAMLGMIKAAGKKIYRLDVEVEQVANEKLCSDVSNPGNCSCLTFLIKECENTN.... Result: 0 (no interaction). (3) The miRNA is hsa-miR-6499-3p with sequence AGCAGUGUUUGUUUUGCCCACA. The protein sequence of the target gene is MAGFLDNFRWPECECIDWSERRNAVASVVAGILFFTGWWIMIDAAVVYPKPEQLNHAFHTCGVFSTLAFFMINAVSNAQVRGDSYESGCLGRTGARVWLFIGFMLMFGSLIASMWILFGAYVTQNTDVYPGLAVFFQNALIFFSTLIYKFGRTEELWT. Result: 0 (no interaction). (4) The miRNA is hsa-miR-376a-2-5p with sequence GGUAGAUUUUCCUUCUAUGGU. The protein sequence of the target gene is MRLPGWLWLSSAVLAACRAVEEHNLTEGLEDASAQAACPARLEGSGRCEGSQCPFQLTLPTLTIQLPRQLGSMEEVLKEVRTLKEAVDSLKKSCQDCKLQADDHRDPGGNGGNGAETAEDSRVQELESQVNKLSSELKNAKDQIQGLQGRLETLHLVNMNNIENYVDNKVANLTVVVNSLDGKCSKCPSQEHMQSQPVQHLIYKDCSDHYVLGRRSSGAYRVTPDHRNSSFEVYCDMETMGGGWTVLQARLDGSTNFTREWKDYKAGFGNLEREFWLGNDKIHLLTKSKEMILRIDLEDF.... Result: 0 (no interaction). (5) The miRNA is hsa-miR-3187-5p with sequence CCUGGGCAGCGUGUGGCUGAAGG. The protein sequence of the target gene is MIAELVSSALGLALYLNTLSADFCYDDSRAIKTNQDLLPETPWTHIFYNDFWGTLLTHSGSHKSYRPLCTLSFRLNHAIGGLNPWSYHLVNVLLHAAVTGLFTSFSKILLGDGYWTFMAGLMFASHPIHTEAVAGIVGRADVGASLFFLLSLLCYIKHCSTRGYSARTWGWFLGSGLCAGCSMLWKEQGVTVLAVSAVYDVFVFHRLKIKQILPTIYKRKNLSLFLSISLLIFWGSSLLGARLYWMGNKPPSFSNSDNPAADSDSLLTRTLTFFYLPTKNLWLLLCPDTLSFDWSMDAVP.... Result: 0 (no interaction). (6) The miRNA is hsa-miR-193a-3p with sequence AACUGGCCUACAAAGUCCCAGU. The protein sequence of the target gene is MHYCVLSAFLILHLVTVALSLSTCSTLDMDQFMRKRIEAIRGQILSKLKLTSPPEDYPEPEEVPPEVISIYNSTRDLLQEKASRRAAACERERSDEEYYAKEVYKIDMPPFFPSENAIPPTFYRPYFRIVRFDVSAMEKNASNLVKAEFRVFRLQNPKARVPEQRIELYQILKSKDLTSPTQRYIDSKVVKTRAEGEWLSFDVTDAVHEWLHHKDRNLGFKISLHCPCCTFVPSNNYIIPNKSEELEARFAGIDGTSTYTSGDQKTIKSTRKKNSGKTPHLLLMLLPSYRLESQQTNRRK.... Result: 1 (interaction). (7) The miRNA is hsa-let-7f-2-3p with sequence CUAUACAGUCUACUGUCUUUCC. The protein sequence of the target gene is MSKSLKKKSHWTSKVHESVIGRNPEGQLGFELKGGAENGQFPYLGEVKPGKVAYESGSKLVSEELLLEVNETPVAGLTIRDVLAVIKHCKDPLRLKCVKQGGIVDKDLRHYLNLRFQKGSVDHELQQIIRDNLYLRTVPCTTRPHKEGEVPGVDYIFITVEDFMELEKSGALLESGTYEDNYYGTPKPPAEPAPLLLNVTDQILPGATPSAEGKRKRNKSVSNMEKASIEPPEEEEEERPVVNGNGVVVTPESSEHEDKSAGASGEMPSQPYPAPVYSQPEELKEQMDDTKPTKPEDNEE.... Result: 0 (no interaction). (8) The miRNA is hsa-miR-6502-3p with sequence UAGACCAUCUUUCUAGAGUAU. The protein sequence of the target gene is MLGKGVVGGGGGTKAPKPSFVSYVRPEEIHTNEKEVTEKEVTLHLLPGEQLLCEASTVLKYVQEDSCQHGVYGRLVCTDFKIAFLGDDESALDNDETQFKNKVIGENDITLHCVDQIYGVFDEKKKTLFGQLKKYPEKLIIHCKDLRVFQFCLRYTKEEEVKRIVSGIIHHTQAPKLLKRLFLFSYATAAQNNTVTDPKNHTVMFDTLKDWCWELERTKGNMKYKAVSVNEGYKVCERLPAYFVVPTPLPEENVQRFQGHGIPIWCWSCHNGSALLKMSALPKEQDDGILQIQKSFLDGI.... Result: 0 (no interaction).